Dataset: NCI-60 drug combinations with 297,098 pairs across 59 cell lines. Task: Regression. Given two drug SMILES strings and cell line genomic features, predict the synergy score measuring deviation from expected non-interaction effect. Drug 1: CN(C)N=NC1=C(NC=N1)C(=O)N. Drug 2: CC1=CC=C(C=C1)C2=CC(=NN2C3=CC=C(C=C3)S(=O)(=O)N)C(F)(F)F. Cell line: T-47D. Synergy scores: CSS=5.98, Synergy_ZIP=-2.29, Synergy_Bliss=-0.779, Synergy_Loewe=-2.82, Synergy_HSA=-0.589.